Dataset: Forward reaction prediction with 1.9M reactions from USPTO patents (1976-2016). Task: Predict the product of the given reaction. Given the reactants Br[C:2]1[CH:7]=[CH:6][C:5]([Br:8])=[CH:4][N:3]=1.[NH2:9][NH2:10], predict the reaction product. The product is: [Br:8][C:5]1[CH:6]=[CH:7][C:2]([NH:9][NH2:10])=[N:3][CH:4]=1.